Dataset: Reaction yield outcomes from USPTO patents with 853,638 reactions. Task: Predict the reaction yield, written as a fraction of the theoretical maximum amount of product (1.0 means a 100% yield; for example, 0.34 means a 34% yield). (1) The reactants are [Cl:1][C:2]1[CH:3]=[C:4]([O:11][CH2:12][CH3:13])[C:5]([OH:10])=[C:6]([CH:9]=1)[CH:7]=[O:8].[F:14][C:15]([F:28])([F:27])[S:16](O[S:16]([C:15]([F:28])([F:27])[F:14])(=[O:18])=[O:17])(=[O:18])=[O:17]. The catalyst is N1C=CC=CC=1.C(Cl)Cl. The product is [F:14][C:15]([F:28])([F:27])[S:16]([O:10][C:5]1[C:6]([CH:7]=[O:8])=[CH:9][C:2]([Cl:1])=[CH:3][C:4]=1[O:11][CH2:12][CH3:13])(=[O:18])=[O:17]. The yield is 0.600. (2) The reactants are [C:1]([C:3]1[C:4]([NH2:10])=[N:5][C:6]([NH2:9])=[CH:7][CH:8]=1)#[CH:2].[F:11][C:12]1[CH:17]=[C:16]([CH2:18][O:19][C:20]2[CH:25]=[CH:24][CH:23]=[CH:22][N:21]=2)[CH:15]=[CH:14][C:13]=1[CH2:26][C:27](Cl)=[N:28][OH:29].C(N(CC)CC)C. The catalyst is O1CCCC1. The product is [F:11][C:12]1[CH:17]=[C:16]([CH2:18][O:19][C:20]2[CH:25]=[CH:24][CH:23]=[CH:22][N:21]=2)[CH:15]=[CH:14][C:13]=1[CH2:26][C:27]1[CH:2]=[C:1]([C:3]2[C:4]([NH2:10])=[N:5][C:6]([NH2:9])=[CH:7][CH:8]=2)[O:29][N:28]=1. The yield is 0.370.